This data is from Reaction yield outcomes from USPTO patents with 853,638 reactions. The task is: Predict the reaction yield, written as a fraction of the theoretical maximum amount of product (1.0 means a 100% yield; for example, 0.34 means a 34% yield). (1) The reactants are C(O[B:5]1[O:9][C:8]([CH3:11])([CH3:10])[C:7]([CH3:13])([CH3:12])[O:6]1)(C)C.C([Li])CCC.[F:19][C:20]1[CH:21]=[C:22]([F:29])[C:23]2[O:27][CH2:26][CH2:25][C:24]=2[CH:28]=1. No catalyst specified. The product is [F:19][C:20]1[C:21]([B:5]2[O:6][C:7]([CH3:12])([CH3:13])[C:8]([CH3:10])([CH3:11])[O:9]2)=[C:22]([F:29])[C:23]2[O:27][CH2:26][CH2:25][C:24]=2[CH:28]=1. The yield is 0.300. (2) The reactants are [CH3:1][C:2]1[O:6][C:5]2[C:7]([O:13]C(C)C)=[C:8]([O:11][CH3:12])[CH:9]=[CH:10][C:4]=2[C:3]=1[C:17](=[O:30])[C:18]1[CH:23]=[C:22]([O:24][CH3:25])[C:21]([O:26][CH3:27])=[C:20]([O:28][CH3:29])[CH:19]=1.B(Cl)(Cl)Cl. No catalyst specified. The product is [CH3:1][C:2]1[O:6][C:5]2[C:7]([OH:13])=[C:8]([O:11][CH3:12])[CH:9]=[CH:10][C:4]=2[C:3]=1[C:17](=[O:30])[C:18]1[CH:23]=[C:22]([O:24][CH3:25])[C:21]([O:26][CH3:27])=[C:20]([O:28][CH3:29])[CH:19]=1. The yield is 0.830. (3) The reactants are [Cl:1][C:2]1[CH:7]=[CH:6][C:5]([CH2:8][C:9]([OH:11])=O)=[CH:4][C:3]=1[F:12].C(N(CC)CC)C.C(Cl)(=O)C(C)(C)C.[CH2:27]([C@@H:34]1[CH2:38][O:37][C:36](=[O:39])[NH:35]1)[C:28]1[CH:33]=[CH:32][CH:31]=[CH:30][CH:29]=1.[Li]CCCC. The catalyst is C1COCC1. The product is [CH2:27]([C@@H:34]1[CH2:38][O:37][C:36](=[O:39])[N:35]1[C:9](=[O:11])[CH2:8][C:5]1[CH:6]=[CH:7][C:2]([Cl:1])=[C:3]([F:12])[CH:4]=1)[C:28]1[CH:29]=[CH:30][CH:31]=[CH:32][CH:33]=1. The yield is 0.510. (4) The yield is 0.300. The product is [NH2:29][C:30]1[N:31]=[CH:32][C:33]([C:34]([N:3]2[CH2:4][CH2:5][O:6][CH2:7][C@@H:2]2[CH3:1])=[O:35])=[CH:37][CH:38]=1. The reactants are [CH3:1][C@H:2]1[CH2:7][O:6][CH2:5][CH2:4][NH:3]1.CCN=C=NCCCN(C)C.C1C=CC2N(O)N=NC=2C=1.[NH2:29][C:30]1[CH:38]=[CH:37][C:33]([C:34](O)=[O:35])=[CH:32][N:31]=1. The catalyst is C(O)C. (5) The reactants are OC(C1N=CC(C2N=C3[N:17]([C@H:22]4[CH2:27][CH2:26][C@H:25]([O:28][CH3:29])[CH2:24][CH2:23]4)C(=O)CNC3=NC=2)=CC=1)(C)C.Br[C:31]1[C:32]([NH:38][CH2:39][C:40]([O:42][CH2:43][CH3:44])=[O:41])=[N:33][CH:34]=[C:35]([Br:37])[N:36]=1.Cl.CO[C@H]1CC[C@H](N)CC1.CCN(C(C)C)C(C)C. The catalyst is [Cl-].[Na+].O.C(OCC)(=O)C.CN1C(=O)CCC1. The product is [Br:37][C:35]1[N:36]=[C:31]([NH:17][C@H:22]2[CH2:27][CH2:26][C@H:25]([O:28][CH3:29])[CH2:24][CH2:23]2)[C:32]([NH:38][CH2:39][C:40]([O:42][CH2:43][CH3:44])=[O:41])=[N:33][CH:34]=1. The yield is 0.410.